Task: Predict the product of the given reaction.. Dataset: Forward reaction prediction with 1.9M reactions from USPTO patents (1976-2016) (1) Given the reactants [NH2:1][C:2]1[CH:3]=[C:4]2[C:9](=[CH:10][CH:11]=1)[N:8]=[CH:7][C:6]([C:12]#[N:13])=[C:5]2[NH:14][CH:15]1[CH2:21][CH2:20][CH2:19][CH2:18][CH2:17][CH2:16]1.[CH:22]([C:24]1[CH:29]=[CH:28][C:27]([S:30]([NH2:33])(=[O:32])=[O:31])=[CH:26][CH:25]=1)=O.[BH3-]C#N.[Na+], predict the reaction product. The product is: [C:12]([C:6]1[CH:7]=[N:8][C:9]2[C:4]([C:5]=1[NH:14][CH:15]1[CH2:16][CH2:17][CH2:18][CH2:19][CH2:20][CH2:21]1)=[CH:3][C:2]([NH:1][CH2:22][C:24]1[CH:25]=[CH:26][C:27]([S:30]([NH2:33])(=[O:32])=[O:31])=[CH:28][CH:29]=1)=[CH:11][CH:10]=2)#[N:13]. (2) The product is: [Br:1][C:2]1[CH:3]=[C:4]2[C:8](=[CH:9][CH:10]=1)[N:7]([S:13]([C:16]1[CH:22]=[CH:21][C:19]([CH3:20])=[CH:18][CH:17]=1)(=[O:15])=[O:14])[N:6]=[CH:5]2. Given the reactants [Br:1][C:2]1[CH:3]=[C:4]2[C:8](=[CH:9][CH:10]=1)[NH:7][N:6]=[CH:5]2.[H-].[Na+].[S:13](Cl)([C:16]1[CH:22]=[CH:21][C:19]([CH3:20])=[CH:18][CH:17]=1)(=[O:15])=[O:14], predict the reaction product.